From a dataset of Peptide-MHC class I binding affinity with 185,985 pairs from IEDB/IMGT. Regression. Given a peptide amino acid sequence and an MHC pseudo amino acid sequence, predict their binding affinity value. This is MHC class I binding data. (1) The peptide sequence is PYIASRTSIV. The MHC is HLA-A23:01 with pseudo-sequence HLA-A23:01. The binding affinity (normalized) is 0.319. (2) The peptide sequence is SAIPPSRSM. The MHC is HLA-B07:02 with pseudo-sequence HLA-B07:02. The binding affinity (normalized) is 0.780. (3) The peptide sequence is ETFGFEIQSY. The MHC is HLA-A32:01 with pseudo-sequence HLA-A32:01. The binding affinity (normalized) is 0.199. (4) The peptide sequence is FLYVVCSLA. The MHC is HLA-A02:01 with pseudo-sequence HLA-A02:01. The binding affinity (normalized) is 0.872. (5) The peptide sequence is GSFRKICGF. The MHC is HLA-A02:16 with pseudo-sequence HLA-A02:16. The binding affinity (normalized) is 0.0847. (6) The peptide sequence is ERLKIRGSA. The MHC is HLA-B14:02 with pseudo-sequence HLA-B14:02. The binding affinity (normalized) is 0.0580. (7) The peptide sequence is FIFPASKVY. The MHC is HLA-C12:03 with pseudo-sequence HLA-C12:03. The binding affinity (normalized) is 1.00.